This data is from Full USPTO retrosynthesis dataset with 1.9M reactions from patents (1976-2016). The task is: Predict the reactants needed to synthesize the given product. (1) Given the product [C:33]([OH:39])([C:35]([F:38])([F:37])[F:36])=[O:34].[O:1]1[C:10]2[C:5](=[CH:6][CH:7]=[CH:8][CH:9]=2)[CH:4]([C:11]2[CH:32]=[CH:31][C:14]([C:15]([NH:17][C@@H:18]3[CH2:26][C@:21]4([O:25][CH2:24][CH2:23][CH2:22]4)[CH2:20][C@@H:19]3[C:27]([NH:41][OH:42])=[O:28])=[O:16])=[CH:13][CH:12]=2)[CH2:3][CH2:2]1, predict the reactants needed to synthesize it. The reactants are: [O:1]1[C:10]2[C:5](=[CH:6][CH:7]=[CH:8][CH:9]=2)[CH:4]([C:11]2[CH:32]=[CH:31][C:14]([C:15]([NH:17][C@@H:18]3[CH2:26][C@:21]4([O:25][CH2:24][CH2:23][CH2:22]4)[CH2:20][C@@H:19]3[C:27](OC)=[O:28])=[O:16])=[CH:13][CH:12]=2)[CH2:3][CH2:2]1.[C:33]([OH:39])([C:35]([F:38])([F:37])[F:36])=[O:34].Cl.[NH2:41][OH:42]. (2) Given the product [ClH:20].[OH:30][CH2:31][C@@H:32]1[CH2:36][CH2:35][CH2:34][N:33]1[CH2:19][CH2:18][O:17][C:14]1[CH:15]=[C:16]2[C:11](=[CH:12][CH:13]=1)[O:10][C:9]([C:21]1[N:26]=[CH:25][N:24]3[CH:27]=[CH:28][CH:29]=[C:23]3[CH:22]=1)=[CH:8][C:7]2=[N:6][OH:5], predict the reactants needed to synthesize it. The reactants are: C([O:5][N:6]=[C:7]1[C:16]2[C:11](=[CH:12][CH:13]=[C:14]([O:17][CH2:18][CH2:19][Cl:20])[CH:15]=2)[O:10][C:9]([C:21]2[N:26]=[CH:25][N:24]3[CH:27]=[CH:28][CH:29]=[C:23]3[CH:22]=2)=[CH:8]1)(C)(C)C.[OH:30][CH2:31][C@@H:32]1[CH2:36][CH2:35][CH2:34][NH:33]1. (3) Given the product [C:22]([C:26]1[CH:27]=[C:28]([C:32]2[NH:8][C:7]3[C:2]([CH3:1])=[CH:3][C:4]([C:12]4[CH:17]=[CH:16][CH:15]=[CH:14][C:13]=4[C:18]([F:21])([F:20])[F:19])=[CH:5][C:6]=3[N:9]=2)[N:29]([CH3:31])[N:30]=1)([CH3:25])([CH3:24])[CH3:23], predict the reactants needed to synthesize it. The reactants are: [CH3:1][C:2]1[CH:3]=[C:4]([C:12]2[CH:17]=[CH:16][CH:15]=[CH:14][C:13]=2[C:18]([F:21])([F:20])[F:19])[CH:5]=[C:6]([N+:9]([O-])=O)[C:7]=1[NH2:8].[C:22]([C:26]1[CH:27]=[C:28]([C:32](Cl)=O)[N:29]([CH3:31])[N:30]=1)([CH3:25])([CH3:24])[CH3:23]. (4) Given the product [C:2]([C:7]1[O:11][C:10]([CH2:12][N:13]2[CH:17]=[CH:16][C:15]([NH:18][C:27](=[O:28])/[CH:26]=[CH:25]/[C:22]3[CH:23]=[CH:24][C:19]([CH3:30])=[CH:20][CH:21]=3)=[N:14]2)=[CH:9][CH:8]=1)(=[O:6])[CH3:1], predict the reactants needed to synthesize it. The reactants are: [CH3:1][C:2]1([C:7]2[O:11][C:10]([CH2:12][N:13]3[CH:17]=[CH:16][C:15]([NH2:18])=[N:14]3)=[CH:9][CH:8]=2)[O:6]CCO1.[C:19]1([CH3:30])[CH:24]=[CH:23][C:22](/[CH:25]=[CH:26]/[C:27](O)=[O:28])=[CH:21][CH:20]=1. (5) The reactants are: [NH2:1][C:2]1[C:7]([N+:8]([O-])=O)=[C:6]([N:11]2[CH2:16][CH2:15][N:14]([CH2:17][C:18]([NH:20][C:21]3[CH:22]=[N:23][CH:24]=[CH:25][CH:26]=3)=[O:19])[CH2:13][CH2:12]2)[C:5]([Br:27])=[CH:4][N:3]=1.[CH3:28][N:29]([CH3:38])[C:30]1[CH:37]=[CH:36][C:33]([CH:34]=O)=[CH:32][CH:31]=1.[O-]S(S([O-])=O)=O.[Na+].[Na+]. Given the product [Br:27][C:5]1[C:6]([N:11]2[CH2:16][CH2:15][N:14]([CH2:17][C:18]([NH:20][C:21]3[CH:22]=[N:23][CH:24]=[CH:25][CH:26]=3)=[O:19])[CH2:13][CH2:12]2)=[C:7]2[N:8]=[C:34]([C:33]3[CH:36]=[CH:37][C:30]([N:29]([CH3:38])[CH3:28])=[CH:31][CH:32]=3)[NH:1][C:2]2=[N:3][CH:4]=1, predict the reactants needed to synthesize it. (6) The reactants are: [Cl:1][C:2]1[C:7](I)=[CH:6][N:5]=[C:4]([NH:9][C:10]2[CH:17]=[CH:16][C:13]([C:14]#[N:15])=[CH:12][CH:11]=2)[N:3]=1.[C:18]([O:22][C:23](=[O:30])[NH:24][CH2:25][CH2:26][CH2:27][C:28]#[CH:29])([CH3:21])([CH3:20])[CH3:19].C(N(CC)CC)C.[Cl-].[NH4+]. Given the product [Cl:1][C:2]1[C:7]([C:29]#[C:28][CH2:27][CH2:26][CH2:25][NH:24][C:23](=[O:30])[O:22][C:18]([CH3:20])([CH3:19])[CH3:21])=[CH:6][N:5]=[C:4]([NH:9][C:10]2[CH:17]=[CH:16][C:13]([C:14]#[N:15])=[CH:12][CH:11]=2)[N:3]=1, predict the reactants needed to synthesize it.